Dataset: Forward reaction prediction with 1.9M reactions from USPTO patents (1976-2016). Task: Predict the product of the given reaction. (1) Given the reactants [Cl-].[Na+].[O:3]=[CH:4][C@@H:5]([C@H:7]([C@@H:9]([C@@H:11]([CH2:13][OH:14])[OH:12])[OH:10])[OH:8])[OH:6].[OH:15][CH2:16][C:17]([C@H:19]([C@@H:21]([C@@H:23]([CH2:25][OH:26])[OH:24])[OH:22])[OH:20])=[O:18].Cl.[Cl-].[Al+3].[Cl-].[Cl-], predict the reaction product. The product is: [OH:3][CH2:4][C:5]([C@H:7]([C@@H:9]([C@@H:11]([CH2:13][OH:14])[OH:12])[OH:10])[OH:8])=[O:6].[O:15]=[CH:16][C@@H:17]([C@H:19]([C@@H:21]([C@@H:23]([CH2:25][OH:26])[OH:24])[OH:22])[OH:20])[OH:18]. (2) Given the reactants F[B-](F)(F)F.[N:6]#[O+:7].[CH3:8][C:9]([CH3:15])([CH2:13][CH3:14])[CH2:10][CH:11]=[CH2:12].[C:16](#[N:18])[CH3:17], predict the reaction product. The product is: [CH3:8][C:9]([CH3:15])([CH2:13][CH3:14])[CH2:10][C:11]1[N:18]=[C:16]([CH3:17])[N:6]([OH:7])[CH:12]=1. (3) Given the reactants [Cl:1][C:2]1[CH:8]=[C:7]([O:9][C:10]2[C:19]3[C:14](=[CH:15][C:16]([O:22][CH3:23])=[C:17]([O:20][CH3:21])[CH:18]=3)[N:13]=[CH:12][CH:11]=2)[CH:6]=[CH:5][C:3]=1[NH2:4].C(N(CC)CC)C.ClC(Cl)(O[C:35](=[O:41])OC(Cl)(Cl)Cl)Cl.[F:43][C:44]1[CH:49]=[CH:48][C:47]([C@@H:50]([NH2:52])[CH3:51])=[CH:46][CH:45]=1, predict the reaction product. The product is: [Cl:1][C:2]1[CH:8]=[C:7]([O:9][C:10]2[C:19]3[C:14](=[CH:15][C:16]([O:22][CH3:23])=[C:17]([O:20][CH3:21])[CH:18]=3)[N:13]=[CH:12][CH:11]=2)[CH:6]=[CH:5][C:3]=1[NH:4][C:35]([NH:52][C@H:50]([C:47]1[CH:48]=[CH:49][C:44]([F:43])=[CH:45][CH:46]=1)[CH3:51])=[O:41]. (4) The product is: [CH2:10]([N:7]1[CH:8]=[N:9][C:5]([C:3]([OH:4])=[O:2])=[N:6]1)[C:11]1[CH:16]=[CH:15][CH:14]=[CH:13][CH:12]=1. Given the reactants C[O:2][C:3]([C:5]1[N:9]=[CH:8][N:7]([CH2:10][C:11]2[CH:16]=[CH:15][CH:14]=[CH:13][CH:12]=2)[N:6]=1)=[O:4].[OH-].[Na+], predict the reaction product. (5) Given the reactants OCCCCCCCCCCCCC[CH2:25][CH2:24][C:23]([O:22]C([O:22][C:23](=[O:40])[CH2:24][CH2:25]CCCCCCCCCCCCCO)C)=[O:40].[C:41](Cl)(=O)[CH2:42][CH2:43][CH2:44][CH2:45][C:46](Cl)=[O:47].[CH3:51]N(C1C=CC=CN=1)C.C1(N=C=NC2CCCCC2)CCCCC1.C[N:76](C)[CH:77]=[O:78].O1CCCC1, predict the reaction product. The product is: [NH:76]([C:77]([O:47][CH2:46][C:45]1[CH:44]=[CH:43][CH:42]=[CH:41][CH:51]=1)=[O:78])[C@H:24]([C:23]([OH:22])=[O:40])[CH3:25]. (6) Given the reactants [CH2:1]=O.[BH3-][C:4]#[N:5].[Na+].N[CH:8]1[CH2:12][CH2:11][N:10]([CH2:13][C:14]2[CH:19]=[CH:18][C:17]([CH2:20][CH2:21][NH:22][C:23]([C:25]3[CH:30]=[CH:29][C:28]([C:31]4[CH:36]=[CH:35][C:34]([Cl:37])=[CH:33][CH:32]=4)=[CH:27][CH:26]=3)=[O:24])=[CH:16][CH:15]=2)[CH2:9]1.[OH-].[Na+], predict the reaction product. The product is: [CH3:1][N:5]([CH3:4])[CH:8]1[CH2:12][CH2:11][N:10]([CH2:13][C:14]2[CH:19]=[CH:18][C:17]([CH2:20][CH2:21][NH:22][C:23]([C:25]3[CH:30]=[CH:29][C:28]([C:31]4[CH:36]=[CH:35][C:34]([Cl:37])=[CH:33][CH:32]=4)=[CH:27][CH:26]=3)=[O:24])=[CH:16][CH:15]=2)[CH2:9]1.